Dataset: Reaction yield outcomes from USPTO patents with 853,638 reactions. Task: Predict the reaction yield, written as a fraction of the theoretical maximum amount of product (1.0 means a 100% yield; for example, 0.34 means a 34% yield). (1) The reactants are [C:1]([C:4]1[CH:9]=[CH:8][C:7]([S:10]([NH:13][C:14]([CH3:19])([CH3:18])[C:15]([OH:17])=O)(=[O:12])=[O:11])=[CH:6][CH:5]=1)(=[O:3])[CH3:2].[OH:20][C:21]12[CH2:30][CH:25]3[CH2:26][CH:27]([CH2:29][CH:23]([CH:24]3[NH2:31])[CH2:22]1)[CH2:28]2.F[P-](F)(F)(F)(F)F.N1(O[P+](N(C)C)(N(C)C)N(C)C)C2C=CC=CC=2N=N1.CCN(C(C)C)C(C)C. The catalyst is C(Cl)Cl. The product is [C:1]([C:4]1[CH:5]=[CH:6][C:7]([S:10]([NH:13][C:14]([CH3:19])([CH3:18])[C:15]([NH:31][CH:24]2[CH:23]3[CH2:29][CH:27]4[CH2:28][C:21]([OH:20])([CH2:30][CH:25]2[CH2:26]4)[CH2:22]3)=[O:17])(=[O:11])=[O:12])=[CH:8][CH:9]=1)(=[O:3])[CH3:2]. The yield is 0.690. (2) The reactants are [F:1][C:2]1[CH:7]=[C:6](I)[CH:5]=[CH:4][C:3]=1[N:9]1[CH:14]=[C:13]([O:15][CH3:16])[C:12](=[O:17])[C:11]([C:18]2[N:22]([C:23]3[CH:28]=[CH:27][CH:26]=[CH:25][CH:24]=3)[N:21]=[CH:20][CH:19]=2)=[N:10]1.Cl.[CH3:30][C:31]1([OH:37])[CH2:36][CH2:35][NH:34][CH2:33][CH2:32]1.CC(C)([O-])C.[Na+].CC1(C)C2C(=C(P(C3C=CC=CC=3)C3C=CC=CC=3)C=CC=2)OC2C(P(C3C=CC=CC=3)C3C=CC=CC=3)=CC=CC1=2.C([O-])(O)=O.[Na+]. The catalyst is O1CCOCC1.C1C=CC(/C=C/C(/C=C/C2C=CC=CC=2)=O)=CC=1.C1C=CC(/C=C/C(/C=C/C2C=CC=CC=2)=O)=CC=1.C1C=CC(/C=C/C(/C=C/C2C=CC=CC=2)=O)=CC=1.[Pd].[Pd]. The product is [F:1][C:2]1[CH:7]=[C:6]([N:34]2[CH2:35][CH2:36][C:31]([OH:37])([CH3:30])[CH2:32][CH2:33]2)[CH:5]=[CH:4][C:3]=1[N:9]1[CH:14]=[C:13]([O:15][CH3:16])[C:12](=[O:17])[C:11]([C:18]2[N:22]([C:23]3[CH:28]=[CH:27][CH:26]=[CH:25][CH:24]=3)[N:21]=[CH:20][CH:19]=2)=[N:10]1. The yield is 0.320. (3) The reactants are [F:1][C:2]1[CH:3]=[C:4]([CH:11]=[CH:12][CH:13]=1)[CH2:5][C@@H:6]([C:8]([OH:10])=[O:9])[NH2:7].C([O-])([O-])=O.[K+].[K+].[CH2:20](Br)[C:21]1[CH:26]=[CH:25][CH:24]=[CH:23][CH:22]=1. The catalyst is O1CCOCC1.O. The product is [CH2:20]([N:7]([CH2:5][C:4]1[CH:11]=[CH:12][CH:13]=[CH:2][CH:3]=1)[C@@H:6]([CH2:5][C:4]1[CH:11]=[CH:12][CH:13]=[C:2]([F:1])[CH:3]=1)[C:8]([O:10][CH2:20][C:21]1[CH:26]=[CH:25][CH:24]=[CH:23][CH:22]=1)=[O:9])[C:21]1[CH:26]=[CH:25][CH:24]=[CH:23][CH:22]=1. The yield is 0.770. (4) The yield is 0.990. The catalyst is C1COCC1. The product is [CH2:1]([O:5][C:6]1[N:14]=[C:13]2[C:9]([N:10]=[C:11]([O:28][CH3:29])[N:12]2[CH2:15][C:16]2[CH:21]=[CH:20][C:19]([CH2:22][OH:23])=[CH:18][C:17]=2[O:26][CH3:27])=[C:8]([NH2:30])[N:7]=1)[CH2:2][CH2:3][CH3:4]. The reactants are [CH2:1]([O:5][C:6]1[N:14]=[C:13]2[C:9]([N:10]=[C:11]([O:28][CH3:29])[N:12]2[CH2:15][C:16]2[CH:21]=[CH:20][C:19]([C:22](OC)=[O:23])=[CH:18][C:17]=2[O:26][CH3:27])=[C:8]([NH2:30])[N:7]=1)[CH2:2][CH2:3][CH3:4].[H-].[Al+3].[Li+].[H-].[H-].[H-].